From a dataset of Peptide-MHC class II binding affinity with 134,281 pairs from IEDB. Regression. Given a peptide amino acid sequence and an MHC pseudo amino acid sequence, predict their binding affinity value. This is MHC class II binding data. (1) The peptide sequence is QGEPGAVIRGKKGAG. The MHC is DRB1_0301 with pseudo-sequence DRB1_0301. The binding affinity (normalized) is 0.114. (2) The MHC is DRB5_0101 with pseudo-sequence DRB5_0101. The binding affinity (normalized) is 0.139. The peptide sequence is EAKITMLTNGQCQNI. (3) The peptide sequence is NARILKNCVDAKMTE. The MHC is HLA-DQA10501-DQB10301 with pseudo-sequence HLA-DQA10501-DQB10301. The binding affinity (normalized) is 0.243. (4) The peptide sequence is DHAHWTEAKMLLDNI. The MHC is DRB1_0101 with pseudo-sequence DRB1_0101. The binding affinity (normalized) is 0.373.